This data is from NCI-60 drug combinations with 297,098 pairs across 59 cell lines. The task is: Regression. Given two drug SMILES strings and cell line genomic features, predict the synergy score measuring deviation from expected non-interaction effect. (1) Drug 1: CCCS(=O)(=O)NC1=C(C(=C(C=C1)F)C(=O)C2=CNC3=C2C=C(C=N3)C4=CC=C(C=C4)Cl)F. Drug 2: C1=CC(=CC=C1CCCC(=O)O)N(CCCl)CCCl. Cell line: KM12. Synergy scores: CSS=-3.68, Synergy_ZIP=-2.06, Synergy_Bliss=-1.24, Synergy_Loewe=-4.92, Synergy_HSA=-4.33. (2) Drug 1: CC12CCC(CC1=CCC3C2CCC4(C3CC=C4C5=CN=CC=C5)C)O. Drug 2: C1=NC2=C(N1)C(=S)N=CN2. Cell line: MDA-MB-435. Synergy scores: CSS=10.5, Synergy_ZIP=-12.8, Synergy_Bliss=-21.8, Synergy_Loewe=-21.4, Synergy_HSA=-21.9. (3) Drug 1: C1=NC2=C(N=C(N=C2N1C3C(C(C(O3)CO)O)F)Cl)N. Drug 2: CN(CCCl)CCCl.Cl. Cell line: SF-539. Synergy scores: CSS=2.20, Synergy_ZIP=-6.86, Synergy_Bliss=-5.57, Synergy_Loewe=-6.40, Synergy_HSA=-5.89. (4) Drug 1: C1=C(C(=O)NC(=O)N1)F. Drug 2: C(CC(=O)O)C(=O)CN.Cl. Cell line: NCI-H460. Synergy scores: CSS=38.8, Synergy_ZIP=-4.68, Synergy_Bliss=-13.1, Synergy_Loewe=-31.0, Synergy_HSA=-11.5. (5) Drug 1: C1=C(C(=O)NC(=O)N1)N(CCCl)CCCl. Drug 2: C1=CN(C(=O)N=C1N)C2C(C(C(O2)CO)O)O.Cl. Cell line: MDA-MB-435. Synergy scores: CSS=14.5, Synergy_ZIP=-2.47, Synergy_Bliss=-0.681, Synergy_Loewe=-8.79, Synergy_HSA=-2.19. (6) Drug 1: CC1=C2C(C(=O)C3(C(CC4C(C3C(C(C2(C)C)(CC1OC(=O)C(C(C5=CC=CC=C5)NC(=O)OC(C)(C)C)O)O)OC(=O)C6=CC=CC=C6)(CO4)OC(=O)C)OC)C)OC. Drug 2: CN1C(=O)N2C=NC(=C2N=N1)C(=O)N. Cell line: PC-3. Synergy scores: CSS=47.7, Synergy_ZIP=9.69, Synergy_Bliss=11.5, Synergy_Loewe=-29.5, Synergy_HSA=11.2.